This data is from Forward reaction prediction with 1.9M reactions from USPTO patents (1976-2016). The task is: Predict the product of the given reaction. (1) Given the reactants [NH2:1][C:2]1[S:6][CH:5]=[C:4]([C:7]([O:9][CH3:10])=[O:8])[C:3]=1[CH3:11].[C:12](O)(=O)[CH3:13].[CH3:16][N:17]([CH3:25])[CH:18]1[CH2:23][CH2:22][C:21](=O)[CH2:20][CH2:19]1.[BH-](OC(C)=O)(OC(C)=O)OC(C)=O.[Na+].C(=O)C, predict the reaction product. The product is: [CH3:16][N:17]([CH3:25])[CH:18]1[CH2:23][CH2:22][CH:21]([N:1]([CH2:12][CH3:13])[C:2]2[S:6][CH:5]=[C:4]([C:7]([O:9][CH3:10])=[O:8])[C:3]=2[CH3:11])[CH2:20][CH2:19]1. (2) Given the reactants C(S[C:9]1[CH:18]=[C:17]2[C:12]([CH:13]=[CH:14][N:15]([CH2:20][C:21]3[CH:26]=[CH:25][C:24]([O:27][CH3:28])=[CH:23][CH:22]=3)[C:16]2=[O:19])=[CH:11][C:10]=1[O:29][C@@H:30]1[CH2:35][CH2:34][C@H:33]([NH:36][C:37](=[O:39])[CH3:38])[CH2:32][CH2:31]1)C1C=CC=CC=1.C(O)(=O)C.O.[S:45]([Cl:49])(Cl)(=[O:47])=[O:46].[Cl:50]CCl, predict the reaction product. The product is: [C:37]([NH:36][C@@H:33]1[CH2:34][CH2:35][C@H:30]([O:29][C:10]2[CH:11]=[C:12]3[C:17](=[CH:18][C:9]=2[S:45]([Cl:49])(=[O:47])=[O:46])[C:16](=[O:19])[N:15]([CH2:20][C:21]2[CH:26]=[CH:25][C:24]([O:27][CH3:28])=[CH:23][CH:22]=2)[CH:14]=[C:13]3[Cl:50])[CH2:31][CH2:32]1)(=[O:39])[CH3:38]. (3) Given the reactants [Mg].Br[C:3]1[CH:4]=[C:5]2[C:10](=[CH:11][CH:12]=1)[C:9](=O)[CH:8]([O:14][CH3:15])[CH:7]=[CH:6]2.[CH2:16]([CH:19]1[CH2:24][CH2:23][CH:22]=[CH:21][CH2:20]1)[CH2:17][CH3:18].Cl, predict the reaction product. The product is: [CH3:15][O:14][C:8]1[CH:7]=[CH:6][C:5]2[C:10](=[CH:11][CH:12]=[C:3]([C:22]3[CH2:23][CH2:24][CH:19]([CH2:16][CH2:17][CH3:18])[CH2:20][CH:21]=3)[CH:4]=2)[CH:9]=1. (4) Given the reactants [C:1]([C:3]1[CH:26]=[CH:25][C:6]([CH2:7][N:8]2[C:16]3[C:11](=[CH:12][C:13](/[CH:17]=[C:18]4/[C:19](=[O:24])[NH:20][C:21](=[O:23])[S:22]/4)=[CH:14][CH:15]=3)[CH:10]=[N:9]2)=[C:5]([C:27]([F:30])([F:29])[F:28])[CH:4]=1)#[N:2].Br[CH2:32][C:33]([O:35]C(C)(C)C)=[O:34], predict the reaction product. The product is: [C:1]([C:3]1[CH:26]=[CH:25][C:6]([CH2:7][N:8]2[C:16]3[C:11](=[CH:12][C:13](/[CH:17]=[C:18]4/[C:19](=[O:24])[N:20]([CH2:32][C:33]([OH:35])=[O:34])[C:21](=[O:23])[S:22]/4)=[CH:14][CH:15]=3)[CH:10]=[N:9]2)=[C:5]([C:27]([F:30])([F:29])[F:28])[CH:4]=1)#[N:2]. (5) Given the reactants [N:1]([CH2:4][S:5][CH3:6])=[C:2]=[O:3].[N+:7](=[C:9]1[C:13](/[CH:14]=[CH:15]/[C:16]2[CH:23]=[CH:22][C:19]([C:20]#[N:21])=[CH:18][CH:17]=2)=[N:12][CH:11]=[N:10]1)=[N-:8], predict the reaction product. The product is: [CH3:6][S:5][CH2:4][N:1]1[C:2](=[O:3])[N:10]2[CH:11]=[N:12][C:13](/[CH:14]=[CH:15]/[C:16]3[CH:23]=[CH:22][C:19]([C:20]#[N:21])=[CH:18][CH:17]=3)=[C:9]2[N:7]=[N:8]1. (6) Given the reactants [CH:1]1[C:5]2=[C:6](O)[C:7]3[CH:14]=[CH:13][C:11](=[O:12])[O:10][C:8]=3[CH:9]=[C:4]2[O:3][CH:2]=1.[C:16]([O-])([O-])=[O:17].[K+].[K+].[I-].[Na+].P(O)([O-])([O-])=[O:25].[Na+].[Na+].[CH3:31][C:32]([CH3:34])=[O:33], predict the reaction product. The product is: [CH3:16][O:17][C:31](=[O:25])[CH:32]([O:33][C:6]1[C:5]2[CH:1]=[CH:2][O:3][C:4]=2[CH:9]=[C:8]2[C:7]=1[CH:14]=[CH:13][C:11](=[O:12])[O:10]2)[CH3:34]. (7) Given the reactants [CH2:1]([O:8][C@H:9]1[C@H:14]([O:15][CH2:16][C:17]2[CH:22]=[CH:21][CH:20]=[CH:19][CH:18]=2)[C@@H:13]([O:23][CH2:24][C:25]2[CH:30]=[CH:29][CH:28]=[CH:27][CH:26]=2)[C@@:12]([C:33]2[CH:38]=[CH:37][C:36]([CH3:39])=[C:35]([CH2:40][C:41]3[S:42][C:43]([C:46]4[CH:51]=[CH:50][C:49]([F:52])=[CH:48][CH:47]=4)=[CH:44][CH:45]=3)[CH:34]=2)([O:31][CH3:32])[O:11][C@@H:10]1[CH2:53][O:54][Si](C(C)(C)C)(C)C)[C:2]1[CH:7]=[CH:6][CH:5]=[CH:4][CH:3]=1.C(Cl)(=O)C, predict the reaction product. The product is: [CH2:1]([O:8][C@H:9]1[C@H:14]([O:15][CH2:16][C:17]2[CH:18]=[CH:19][CH:20]=[CH:21][CH:22]=2)[C@@H:13]([O:23][CH2:24][C:25]2[CH:30]=[CH:29][CH:28]=[CH:27][CH:26]=2)[C@@:12]([C:33]2[CH:38]=[CH:37][C:36]([CH3:39])=[C:35]([CH2:40][C:41]3[S:42][C:43]([C:46]4[CH:47]=[CH:48][C:49]([F:52])=[CH:50][CH:51]=4)=[CH:44][CH:45]=3)[CH:34]=2)([O:31][CH3:32])[O:11][C@@H:10]1[CH2:53][OH:54])[C:2]1[CH:3]=[CH:4][CH:5]=[CH:6][CH:7]=1. (8) Given the reactants [C:1]([C:4]1[C:9](=[O:10])[C:8]([O:11][CH3:12])=[CH:7][N:6]([C:13]2[CH:18]=[CH:17][C:16]([N:19]3[CH:23]=[CH:22][CH:21]=[N:20]3)=[CH:15][C:14]=2[F:24])[N:5]=1)(=[O:3])[CH3:2].CO[CH:27](OC)[N:28]([CH3:30])[CH3:29], predict the reaction product. The product is: [CH3:27][N:28]([CH3:30])[CH:29]=[CH:2][C:1]([C:4]1[C:9](=[O:10])[C:8]([O:11][CH3:12])=[CH:7][N:6]([C:13]2[CH:18]=[CH:17][C:16]([N:19]3[CH:23]=[CH:22][CH:21]=[N:20]3)=[CH:15][C:14]=2[F:24])[N:5]=1)=[O:3]. (9) The product is: [CH3:1][O:2][C:3]1[CH:44]=[C:43]([O:45][CH3:46])[CH:42]=[CH:41][C:4]=1[CH2:5][NH:6][C:7]1[C:8]2[CH:15]=[CH:14][N:13]([C@H:16]3[C@H:20]4[C@H:19]([O:23][C:22]([CH3:25])([CH3:24])[O:21]4)[C@@H:18]([CH2:26][NH:27][CH3:40])[O:17]3)[C:9]=2[N:10]=[CH:11][N:12]=1. Given the reactants [CH3:1][O:2][C:3]1[CH:44]=[C:43]([O:45][CH3:46])[CH:42]=[CH:41][C:4]=1[CH2:5][NH:6][C:7]1[C:8]2[CH:15]=[CH:14][N:13]([C@H:16]3[C@@H:20]4[O:21][C:22]([CH3:25])([CH3:24])[O:23][C@@H:19]4[C@@H:18]([CH2:26][N:27]([CH3:40])S(C4C=CC=CC=4[N+]([O-])=O)(=O)=O)[O:17]3)[C:9]=2[N:10]=[CH:11][N:12]=1.C(=O)([O-])[O-].[Cs+].[Cs+].C(#N)C.C1(S)C=CC=CC=1, predict the reaction product. (10) Given the reactants [Cr](O[Cr]([O-])(=O)=O)([O-])(=O)=O.[K+].[K+].[CH3:12][O:13][C:14]1[CH:15]=[C:16]([CH:20]([OH:29])[CH2:21][CH2:22][C:23]2[CH:28]=[CH:27][CH:26]=[CH:25][CH:24]=2)[CH:17]=[CH:18][CH:19]=1, predict the reaction product. The product is: [CH3:12][O:13][C:14]1[CH:15]=[C:16]([C:20](=[O:29])[CH2:21][CH2:22][C:23]2[CH:28]=[CH:27][CH:26]=[CH:25][CH:24]=2)[CH:17]=[CH:18][CH:19]=1.